Predict the reaction yield, written as a fraction of the theoretical maximum amount of product (1.0 means a 100% yield; for example, 0.34 means a 34% yield). From a dataset of Reaction yield outcomes from USPTO patents with 853,638 reactions. (1) The reactants are [Br:1][C:2]1[CH:7]=[CH:6][C:5]([CH:8]2[CH2:12][CH2:11][CH2:10][N:9]2C(OC(C)(C)C)=O)=[CH:4][CH:3]=1.[ClH:20]. The catalyst is CO. The product is [ClH:20].[Br:1][C:2]1[CH:3]=[CH:4][C:5]([CH:8]2[CH2:12][CH2:11][CH2:10][NH:9]2)=[CH:6][CH:7]=1. The yield is 1.00. (2) The reactants are [OH:1][CH2:2][C@H:3]1[CH2:8][CH2:7][C@H:6]([NH:9][C:10](=[O:16])[O:11][C:12]([CH3:15])([CH3:14])[CH3:13])[CH2:5][C@H:4]1[O:17][CH3:18].[CH3:19][S:20](Cl)(=[O:22])=[O:21]. The catalyst is ClCCl. The product is [CH3:19][S:20]([O:1][CH2:2][C@H:3]1[CH2:8][CH2:7][C@H:6]([NH:9][C:10]([O:11][C:12]([CH3:13])([CH3:14])[CH3:15])=[O:16])[CH2:5][C@H:4]1[O:17][CH3:18])(=[O:22])=[O:21]. The yield is 1.00. (3) The reactants are [CH3:1][C:2]1[C:11]([CH3:12])=[CH:10][C:5]2[N:6]=[C:7]([SH:9])[NH:8][C:4]=2[CH:3]=1.C(N(CC)CC)C.Br[CH2:21][C:22]1[CH:29]=[CH:28][CH:27]=[CH:26][C:23]=1[C:24]#[N:25].O. The catalyst is CN(C)C=O. The product is [CH3:12][C:11]1[C:2]([CH3:1])=[CH:3][C:4]2[N:8]=[C:7]([S:9][CH2:21][C:22]3[CH:29]=[CH:28][CH:27]=[CH:26][C:23]=3[C:24]#[N:25])[NH:6][C:5]=2[CH:10]=1. The yield is 0.990. (4) The reactants are Cl.[NH:2]1[C:6]([C:7]([NH:10][S:11]([C:14]2[CH:19]=[CH:18][C:17]([C:20]3[CH:25]=[CH:24][CH:23]=[C:22]([CH2:26][NH2:27])[CH:21]=3)=[CH:16][CH:15]=2)(=[O:13])=[O:12])([CH3:9])[CH3:8])=[CH:5][N:4]=[N:3]1.CCN(C(C)C)C(C)C.[CH:37](=O)[C:38]1[CH:43]=[CH:42][CH:41]=[CH:40][CH:39]=1.[BH-](OC(C)=O)(OC(C)=O)OC(C)=O.[Na+].CC(O)=O. The catalyst is CN(C=O)C.O.CCOC(C)=O. The product is [NH:2]1[C:6]([C:7]([NH:10][S:11]([C:14]2[CH:15]=[CH:16][C:17]([C:20]3[CH:25]=[CH:24][CH:23]=[C:22]([CH2:26][NH:27][CH2:37][C:38]4[CH:43]=[CH:42][CH:41]=[CH:40][CH:39]=4)[CH:21]=3)=[CH:18][CH:19]=2)(=[O:13])=[O:12])([CH3:9])[CH3:8])=[CH:5][N:4]=[N:3]1. The yield is 0.0510.